This data is from Blood-brain barrier permeability classification from the B3DB database. The task is: Regression/Classification. Given a drug SMILES string, predict its absorption, distribution, metabolism, or excretion properties. Task type varies by dataset: regression for continuous measurements (e.g., permeability, clearance, half-life) or binary classification for categorical outcomes (e.g., BBB penetration, CYP inhibition). Dataset: b3db_classification. The drug is CCCCCCCCC[C@@]1(C)OC[C@@H](COC(N)=O)O1. The result is 1 (penetrates BBB).